Dataset: Full USPTO retrosynthesis dataset with 1.9M reactions from patents (1976-2016). Task: Predict the reactants needed to synthesize the given product. (1) Given the product [CH3:8][N:6]1[CH:7]=[C:2]([C:55]2[CH:54]=[CH:53][CH:52]=[C:51]([NH:50][CH:48]([C:42]3[CH:47]=[CH:46][CH:45]=[CH:44][CH:43]=3)[CH3:49])[CH:56]=2)[C:3]2[O:12][C:11]([CH2:13][N:14]3[CH2:19][CH2:18][N:17]([S:20]([CH3:23])(=[O:22])=[O:21])[CH2:16][CH2:15]3)=[CH:10][C:4]=2[C:5]1=[O:9], predict the reactants needed to synthesize it. The reactants are: Br[C:2]1[C:3]2[O:12][C:11]([CH2:13][N:14]3[CH2:19][CH2:18][N:17]([S:20]([CH3:23])(=[O:22])=[O:21])[CH2:16][CH2:15]3)=[CH:10][C:4]=2[C:5](=[O:9])[N:6]([CH3:8])[CH:7]=1.IC1C(=O)N(C)C=C(I)C=1OC.C(=O)([O-])[O-].[K+].[K+].[C:42]1([CH:48]([NH:50][C:51]2[CH:56]=[CH:55][CH:54]=[C:53](B3OC(C)(C)C(C)(C)O3)[CH:52]=2)[CH3:49])[CH:47]=[CH:46][CH:45]=[CH:44][CH:43]=1. (2) Given the product [Cl-:23].[NH2:1][C:2]1[C:3]2[C:13]([O:14][CH2:15][C:16]([CH3:18])([NH3+:19])[CH3:17])=[CH:12][CH:11]=[CH:10][C:4]=2[NH:5][S:6](=[O:9])(=[O:8])[N:7]=1, predict the reactants needed to synthesize it. The reactants are: [NH2:1][C:2]1[C:3]2[C:13]([O:14][CH2:15][C:16]([NH:19]C(=O)[O-])([CH3:18])[CH3:17])=[CH:12][CH:11]=[CH:10][C:4]=2[NH:5][S:6](=[O:9])(=[O:8])[N:7]=1.[ClH:23]. (3) Given the product [F:26][C:2]([F:1])([F:25])[O:3][C:4]1[CH:9]=[CH:8][C:7]([NH:10][C:11]2[C:20]3[C:15](=[CH:16][C:17]([C:21]([OH:23])=[O:22])=[CH:18][CH:19]=3)[N:14]=[CH:13][N:12]=2)=[CH:6][CH:5]=1, predict the reactants needed to synthesize it. The reactants are: [F:1][C:2]([F:26])([F:25])[O:3][C:4]1[CH:9]=[CH:8][C:7]([NH:10][C:11]2[C:20]3[C:15](=[CH:16][C:17]([C:21]([O:23]C)=[O:22])=[CH:18][CH:19]=3)[N:14]=[CH:13][N:12]=2)=[CH:6][CH:5]=1.[Li+].[OH-].